From a dataset of Full USPTO retrosynthesis dataset with 1.9M reactions from patents (1976-2016). Predict the reactants needed to synthesize the given product. Given the product [Cl:12][C:9]1[CH:10]=[CH:11][C:2]([C:13]#[N:14])=[C:3]([CH:8]=1)[C:4]([O:6][CH3:7])=[O:5], predict the reactants needed to synthesize it. The reactants are: Br[C:2]1[CH:11]=[CH:10][C:9]([Cl:12])=[CH:8][C:3]=1[C:4]([O:6][CH3:7])=[O:5].[CH3:13][N:14](C=O)C.